This data is from TCR-epitope binding with 47,182 pairs between 192 epitopes and 23,139 TCRs. The task is: Binary Classification. Given a T-cell receptor sequence (or CDR3 region) and an epitope sequence, predict whether binding occurs between them. (1) The epitope is QYDPVAALF. Result: 1 (the TCR binds to the epitope). The TCR CDR3 sequence is CASSEGLYYTYEQYF. (2) The epitope is LLFNKVTLA. The TCR CDR3 sequence is CASSFGGPGQFF. Result: 0 (the TCR does not bind to the epitope). (3) Result: 1 (the TCR binds to the epitope). The TCR CDR3 sequence is CSASPPSYNEQFF. The epitope is YVLDHLIVV. (4) Result: 0 (the TCR does not bind to the epitope). The epitope is AYILFTRFFYV. The TCR CDR3 sequence is CASSIRATGELFF.